From a dataset of NCI-60 drug combinations with 297,098 pairs across 59 cell lines. Regression. Given two drug SMILES strings and cell line genomic features, predict the synergy score measuring deviation from expected non-interaction effect. (1) Drug 1: CC1OCC2C(O1)C(C(C(O2)OC3C4COC(=O)C4C(C5=CC6=C(C=C35)OCO6)C7=CC(=C(C(=C7)OC)O)OC)O)O. Drug 2: CCC1(C2=C(COC1=O)C(=O)N3CC4=CC5=C(C=CC(=C5CN(C)C)O)N=C4C3=C2)O.Cl. Cell line: UO-31. Synergy scores: CSS=21.3, Synergy_ZIP=-7.66, Synergy_Bliss=-3.09, Synergy_Loewe=-0.868, Synergy_HSA=0.291. (2) Drug 1: C1=CN(C(=O)N=C1N)C2C(C(C(O2)CO)O)O.Cl. Drug 2: CC1CCCC2(C(O2)CC(NC(=O)CC(C(C(=O)C(C1O)C)(C)C)O)C(=CC3=CSC(=N3)C)C)C. Cell line: NCI-H522. Synergy scores: CSS=49.9, Synergy_ZIP=-8.39, Synergy_Bliss=-12.8, Synergy_Loewe=-13.0, Synergy_HSA=-7.97. (3) Drug 1: C1C(C(OC1N2C=C(C(=O)NC2=O)F)CO)O. Drug 2: CCC1(CC2CC(C3=C(CCN(C2)C1)C4=CC=CC=C4N3)(C5=C(C=C6C(=C5)C78CCN9C7C(C=CC9)(C(C(C8N6C)(C(=O)OC)O)OC(=O)C)CC)OC)C(=O)OC)O.OS(=O)(=O)O. Cell line: A498. Synergy scores: CSS=20.9, Synergy_ZIP=-0.122, Synergy_Bliss=-0.518, Synergy_Loewe=-3.90, Synergy_HSA=0.126. (4) Drug 1: CC1OCC2C(O1)C(C(C(O2)OC3C4COC(=O)C4C(C5=CC6=C(C=C35)OCO6)C7=CC(=C(C(=C7)OC)O)OC)O)O. Drug 2: COCCOC1=C(C=C2C(=C1)C(=NC=N2)NC3=CC=CC(=C3)C#C)OCCOC.Cl. Cell line: DU-145. Synergy scores: CSS=26.3, Synergy_ZIP=-1.77, Synergy_Bliss=3.56, Synergy_Loewe=4.77, Synergy_HSA=6.49.